Dataset: Peptide-MHC class I binding affinity with 185,985 pairs from IEDB/IMGT. Task: Regression. Given a peptide amino acid sequence and an MHC pseudo amino acid sequence, predict their binding affinity value. This is MHC class I binding data. The peptide sequence is NEKRRLQLI. The MHC is Patr-A0301 with pseudo-sequence Patr-A0301. The binding affinity (normalized) is 0.